Dataset: Catalyst prediction with 721,799 reactions and 888 catalyst types from USPTO. Task: Predict which catalyst facilitates the given reaction. (1) Reactant: Cl[C:2]1[N:3]=[C:4]([C:21]2[CH:26]=[CH:25][C:24]([C:27]([F:30])([F:29])[F:28])=[CH:23][C:22]=2[O:31][CH3:32])[C:5]2[C:10]([CH:11]=1)=[CH:9][C:8]([S:12]([NH:15][C:16]1[S:17][CH:18]=[CH:19][N:20]=1)(=[O:14])=[O:13])=[CH:7][CH:6]=2.[CH3:33][O-:34].[Na+].CO. Product: [CH3:33][O:34][C:2]1[N:3]=[C:4]([C:21]2[CH:26]=[CH:25][C:24]([C:27]([F:30])([F:29])[F:28])=[CH:23][C:22]=2[O:31][CH3:32])[C:5]2[C:10]([CH:11]=1)=[CH:9][C:8]([S:12]([NH:15][C:16]1[S:17][CH:18]=[CH:19][N:20]=1)(=[O:14])=[O:13])=[CH:7][CH:6]=2. The catalyst class is: 197. (2) The catalyst class is: 2. Reactant: [Br-:1].[Br-].C1(P(C2C=CC=CC=2)C2C=CC=CC=2)C=CC=CC=1.[N:22]1([CH2:28][CH2:29]O)[CH2:27][CH2:26][O:25][CH2:24][CH2:23]1. Product: [BrH:1].[Br:1][CH2:29][CH2:28][N:22]1[CH2:27][CH2:26][O:25][CH2:24][CH2:23]1. (3) Reactant: [I:1][C:2]1[C:3]([C:7]2[CH:12]=[CH:11][CH:10]=[CH:9][N:8]=2)=[N:4][NH:5][CH:6]=1.C(N(CC)CC)C.[CH3:20][N:21]([CH3:26])[S:22](Cl)(=[O:24])=[O:23]. Product: [CH3:20][N:21]([CH3:26])[S:22]([N:5]1[CH:6]=[C:2]([I:1])[C:3]([C:7]2[CH:12]=[CH:11][CH:10]=[CH:9][N:8]=2)=[N:4]1)(=[O:24])=[O:23]. The catalyst class is: 22. (4) Reactant: [CH2:1]([O:8][C:9](=[O:26])[C:10]([CH3:25])([O:12][C:13]1[CH:18]=[CH:17][CH:16]=[C:15]([CH:19]2[CH2:24][CH2:23][CH2:22][NH:21][CH2:20]2)[CH:14]=1)[CH3:11])[C:2]1[CH:7]=[CH:6][CH:5]=[CH:4][CH:3]=1.[CH:27]([C:30]1[CH:40]=[CH:39][C:33](/[CH:34]=[CH:35]/[C:36](O)=[O:37])=[CH:32][CH:31]=1)([CH3:29])[CH3:28].Cl.CN(C)CCCN=C=NCC. Product: [CH2:1]([O:8][C:9](=[O:26])[C:10]([O:12][C:13]1[CH:18]=[CH:17][CH:16]=[C:15]([CH:19]2[CH2:24][CH2:23][CH2:22][N:21]([C:36](=[O:37])[CH:35]=[CH:34][C:33]3[CH:39]=[CH:40][C:30]([CH:27]([CH3:28])[CH3:29])=[CH:31][CH:32]=3)[CH2:20]2)[CH:14]=1)([CH3:11])[CH3:25])[C:2]1[CH:7]=[CH:6][CH:5]=[CH:4][CH:3]=1. The catalyst class is: 2. (5) Reactant: [CH3:1][C:2]1[CH:7]=[C:6]([CH3:8])[NH:5][C:4](=[O:9])[C:3]=1[CH2:10][NH:11][C:12](=[O:37])[C:13]1[CH:18]=[C:17]([C:19]2[CH:20]=[N:21][C:22]([CH2:25]O)=[CH:23][CH:24]=2)[CH:16]=[C:15]([N:27]([CH2:34][CH3:35])[CH:28]2[CH2:33][CH2:32][O:31][CH2:30][CH2:29]2)[C:14]=1[CH3:36].CS(Cl)(=O)=O.CCN(C(C)C)C(C)C.[CH3:52][N:53]1[CH2:59][CH2:58][CH2:57][NH:56][CH2:55][CH2:54]1. Product: [CH3:1][C:2]1[CH:7]=[C:6]([CH3:8])[NH:5][C:4](=[O:9])[C:3]=1[CH2:10][NH:11][C:12](=[O:37])[C:13]1[CH:18]=[C:17]([C:19]2[CH:20]=[N:21][C:22]([CH2:25][N:56]3[CH2:57][CH2:58][CH2:59][N:53]([CH3:52])[CH2:54][CH2:55]3)=[CH:23][CH:24]=2)[CH:16]=[C:15]([N:27]([CH2:34][CH3:35])[CH:28]2[CH2:33][CH2:32][O:31][CH2:30][CH2:29]2)[C:14]=1[CH3:36]. The catalyst class is: 2. (6) Reactant: [NH2:1][C:2]1[CH:3]=[CH:4][CH:5]=[C:6]2[C:11]=1[N:10]=[CH:9][CH:8]=[CH:7]2.[CH3:12][O:13][C:14]1[CH:19]=[CH:18][CH:17]=[CH:16][C:15]=1[S:20](Cl)(=[O:22])=[O:21]. Product: [CH3:12][O:13][C:14]1[CH:19]=[CH:18][CH:17]=[CH:16][C:15]=1[S:20]([NH:1][C:2]1[CH:3]=[CH:4][CH:5]=[C:6]2[C:11]=1[N:10]=[CH:9][CH:8]=[CH:7]2)(=[O:22])=[O:21]. The catalyst class is: 142. (7) Reactant: [C:1]([O:5][C:6](=[O:17])[NH:7][C@@H:8]([CH2:14][CH:15]=[CH2:16])/[C:9](/[CH3:13])=[CH:10]/[CH2:11][OH:12])([CH3:4])([CH3:3])[CH3:2].[C:18](O[C:18](=[O:25])[C:19]1[CH:24]=[CH:23][CH:22]=[CH:21][CH:20]=1)(=[O:25])[C:19]1[CH:24]=[CH:23][CH:22]=[CH:21][CH:20]=1.N1C=CC=CC=1.O. Product: [C:18]([O:12][CH2:11]/[CH:10]=[C:9](\[CH3:13])/[C@@H:8]([NH:7][C:6]([O:5][C:1]([CH3:4])([CH3:3])[CH3:2])=[O:17])[CH2:14][CH:15]=[CH2:16])(=[O:25])[C:19]1[CH:24]=[CH:23][CH:22]=[CH:21][CH:20]=1. The catalyst class is: 112. (8) Reactant: [NH2:1][CH2:2][C@@H:3]1[CH2:8][CH2:7][C@H:6]([NH:9][C:10]2[CH:15]=[C:14]([N:16]([CH3:18])[CH3:17])[N:13]=[C:12]([CH3:19])[N:11]=2)[CH2:5][CH2:4]1.N1C=CC=CC=1.[F:26][C:27]([F:42])([F:41])[C:28]1[CH:29]=[C:30]([CH:34]=[C:35]([C:37]([F:40])([F:39])[F:38])[CH:36]=1)[C:31](Cl)=[O:32].[C:43]([OH:49])([C:45]([F:48])([F:47])[F:46])=[O:44]. Product: [F:46][C:45]([F:48])([F:47])[C:43]([OH:49])=[O:44].[CH3:17][N:16]([CH3:18])[C:14]1[N:13]=[C:12]([CH3:19])[N:11]=[C:10]([NH:9][C@@H:6]2[CH2:7][CH2:8][C@H:3]([CH2:2][NH:1][C:31](=[O:32])[C:30]3[CH:34]=[C:35]([C:37]([F:38])([F:39])[F:40])[CH:36]=[C:28]([C:27]([F:26])([F:41])[F:42])[CH:29]=3)[CH2:4][CH2:5]2)[CH:15]=1. The catalyst class is: 623. (9) Reactant: O.O.O.O.[C:5]([O-:8])(=[O:7])[CH3:6].[Mg+2:9].[C:10]([O-:13])(=[O:12])[CH3:11]. Product: [C:5]([O-:8])(=[O:7])[CH3:6].[Mg+2:9].[C:10]([O-:13])(=[O:12])[CH3:11]. The catalyst class is: 6. (10) Reactant: [CH2:1]([N:3]([CH2:17][CH2:18]O)[CH:4]1[CH2:9][CH2:8][N:7]([C:10]([O:12][C:13]([CH3:16])([CH3:15])[CH3:14])=[O:11])[CH2:6][CH2:5]1)[CH3:2].C(Br)(Br)(Br)[Br:21]. Product: [Br:21][CH2:18][CH2:17][N:3]([CH2:1][CH3:2])[CH:4]1[CH2:9][CH2:8][N:7]([C:10]([O:12][C:13]([CH3:16])([CH3:15])[CH3:14])=[O:11])[CH2:6][CH2:5]1. The catalyst class is: 2.